Task: Predict the product of the given reaction.. Dataset: Forward reaction prediction with 1.9M reactions from USPTO patents (1976-2016) (1) The product is: [F:37][C:26]([F:25])([S:33]([O-:36])(=[O:34])=[O:35])[CH:27]([O:32][C:7]([CH:1]1[CH2:6][CH2:5][CH:4]=[CH:3][CH2:2]1)=[O:8])[C:28]([F:29])([F:31])[F:30].[C:51]1([S+:44]([C:38]2[CH:39]=[CH:40][CH:41]=[CH:42][CH:43]=2)[C:45]2[CH:50]=[CH:49][CH:48]=[CH:47][CH:46]=2)[CH:52]=[CH:53][CH:54]=[CH:55][CH:56]=1. Given the reactants [CH:1]1([C:7](Cl)=[O:8])[CH2:6][CH2:5][CH:4]=[CH:3][CH2:2]1.C1(C(O)=O)CCC=CC1.C(Cl)(=O)C(Cl)=O.[F:25][C:26]([F:37])([S:33]([O-:36])(=[O:35])=[O:34])[CH:27]([OH:32])[C:28]([F:31])([F:30])[F:29].[C:38]1([S+:44]([C:51]2[CH:56]=[CH:55][CH:54]=[CH:53][CH:52]=2)[C:45]2[CH:50]=[CH:49][CH:48]=[CH:47][CH:46]=2)[CH:43]=[CH:42][CH:41]=[CH:40][CH:39]=1.C(N(CC)CC)C.[Cl-].Cl, predict the reaction product. (2) Given the reactants [Li+].CC([N-]C(C)C)C.C1COCC1.[O:14]1[CH2:19][CH2:18][C:17](=[O:20])[CH2:16][CH2:15]1.C1(N([S:28]([C:31]([F:34])([F:33])[F:32])(=[O:30])=[O:29])[S:28]([C:31]([F:34])([F:33])[F:32])(=[O:30])=[O:29])C=CC=CC=1, predict the reaction product. The product is: [F:32][C:31]([F:34])([F:33])[S:28]([O:20][C:17]1[CH2:18][CH2:19][O:14][CH2:15][CH:16]=1)(=[O:30])=[O:29]. (3) Given the reactants [CH2:1]([O:8][C:9]([N:11]1[CH2:15][CH2:14][CH:13]([C:16](=O)[NH2:17])[CH2:12]1)=[O:10])[C:2]1[CH:7]=[CH:6][CH:5]=[CH:4][CH:3]=1.B.C1COCC1, predict the reaction product. The product is: [CH2:1]([O:8][C:9]([N:11]1[CH2:15][CH2:14][CH:13]([CH2:16][NH2:17])[CH2:12]1)=[O:10])[C:2]1[CH:7]=[CH:6][CH:5]=[CH:4][CH:3]=1. (4) Given the reactants [CH2:1]([O:8][C:9]1[CH:14]=[CH:13][N:12]([CH2:15][CH2:16][C:17]2[CH:22]=[CH:21][C:20]([CH2:23]O)=[CH:19][CH:18]=2)[C:11](=[O:25])[CH:10]=1)[C:2]1[CH:7]=[CH:6][CH:5]=[CH:4][CH:3]=1.P(Br)(Br)[Br:27], predict the reaction product. The product is: [CH2:1]([O:8][C:9]1[CH:14]=[CH:13][N:12]([CH2:15][CH2:16][C:17]2[CH:22]=[CH:21][C:20]([CH2:23][Br:27])=[CH:19][CH:18]=2)[C:11](=[O:25])[CH:10]=1)[C:2]1[CH:7]=[CH:6][CH:5]=[CH:4][CH:3]=1. (5) Given the reactants [OH:1][C:2]1[CH:13]=[CH:12][C:5]2[C:6]([C:9](O)=O)=[CH:7][O:8][C:4]=2[CH:3]=1.[CH3:14][O-:15].[Na+].[H][H].C[OH:20], predict the reaction product. The product is: [OH:1][C:2]1[CH:13]=[CH:12][C:5]2[CH:6]([CH2:9][C:14]([OH:20])=[O:15])[CH2:7][O:8][C:4]=2[CH:3]=1. (6) Given the reactants [NH:1]1[C:9]2[C:4](=[CH:5][CH:6]=[CH:7][CH:8]=2)[C:3]([CH2:10][CH2:11][C:12]([OH:14])=[O:13])=[CH:2]1.[CH2:15](O)[CH3:16], predict the reaction product. The product is: [CH2:15]([O:13][C:12](=[O:14])[CH2:11][CH2:10][C:3]1[C:4]2[C:9](=[CH:8][CH:7]=[CH:6][CH:5]=2)[NH:1][CH:2]=1)[CH3:16]. (7) Given the reactants COC(=O)[CH:4]([C:16]#[N:17])[C:5]1([CH3:15])[C:14]2[C:9](=[CH:10][CH:11]=[CH:12][CH:13]=2)[O:8][CH2:7][CH2:6]1.[Cl-].[Na+], predict the reaction product. The product is: [CH3:15][C:5]1([CH2:4][C:16]#[N:17])[C:14]2[C:9](=[CH:10][CH:11]=[CH:12][CH:13]=2)[O:8][CH2:7][CH2:6]1. (8) Given the reactants [CH3:1][N:2]([CH2:4][C:5]1[C:13]2[O:12][N:11]=[C:10]([CH2:14][CH2:15][CH:16]3[CH2:21][CH2:20][NH:19][CH2:18][CH2:17]3)[C:9]=2[CH:8]=[CH:7][C:6]=1[O:22][CH2:23][CH:24]1[CH2:26][CH2:25]1)[CH3:3].Br[C:28]1[S:29][CH:30]=[CH:31][N:32]=1.C(=O)([O-])[O-].[K+].[K+].[OH-].[Na+], predict the reaction product. The product is: [CH3:1][N:2]([CH2:4][C:5]1[C:13]2[O:12][N:11]=[C:10]([CH2:14][CH2:15][CH:16]3[CH2:21][CH2:20][N:19]([C:28]4[S:29][CH:30]=[CH:31][N:32]=4)[CH2:18][CH2:17]3)[C:9]=2[CH:8]=[CH:7][C:6]=1[O:22][CH2:23][CH:24]1[CH2:25][CH2:26]1)[CH3:3]. (9) Given the reactants Cl[C:2]1[C:7]([Cl:8])=[CH:6][C:5]([C:9]([F:12])([F:11])[F:10])=[CH:4][N:3]=1.[CH2:13]([NH:20][S:21]([C:24]1[CH:25]=[N:26][C:27]([O:30][CH3:31])=[CH:28][CH:29]=1)(=[O:23])=[O:22])[C:14]1[CH:19]=[CH:18][CH:17]=[CH:16][CH:15]=1, predict the reaction product. The product is: [CH2:13]([N:20]([C:2]1[C:7]([Cl:8])=[CH:6][C:5]([C:9]([F:12])([F:11])[F:10])=[CH:4][N:3]=1)[S:21]([C:24]1[CH:25]=[N:26][C:27]([O:30][CH3:31])=[CH:28][CH:29]=1)(=[O:23])=[O:22])[C:14]1[CH:19]=[CH:18][CH:17]=[CH:16][CH:15]=1. (10) Given the reactants [CH3:1][NH:2][C:3]([C:5]1[N:6]([CH3:14])[C:7]2[C:12]([CH:13]=1)=[CH:11][CH:10]=[CH:9][CH:8]=2)=O.[H-].[H-].[H-].[H-].[Li+].[Al+3], predict the reaction product. The product is: [CH3:14][N:6]1[C:7]2[C:12](=[CH:11][CH:10]=[CH:9][CH:8]=2)[CH:13]=[C:5]1[CH2:3][NH:2][CH3:1].